From a dataset of Full USPTO retrosynthesis dataset with 1.9M reactions from patents (1976-2016). Predict the reactants needed to synthesize the given product. (1) Given the product [Si:24]([O:12][C:8]1[CH:7]=[C:6]2[C:11]([C:3]([C:2]([F:1])([F:13])[F:14])=[N:4][NH:5]2)=[CH:10][CH:9]=1)([C:21]([CH3:23])([CH3:22])[CH3:20])([C:31]1[CH:32]=[CH:33][CH:34]=[CH:35][CH:36]=1)[C:25]1[CH:30]=[CH:29][CH:28]=[CH:27][CH:26]=1, predict the reactants needed to synthesize it. The reactants are: [F:1][C:2]([F:14])([F:13])[C:3]1[C:11]2[C:6](=[CH:7][C:8]([OH:12])=[CH:9][CH:10]=2)[NH:5][N:4]=1.N1C=CN=C1.[CH3:20][C:21]([Si:24](Cl)([C:31]1[CH:36]=[CH:35][CH:34]=[CH:33][CH:32]=1)[C:25]1[CH:30]=[CH:29][CH:28]=[CH:27][CH:26]=1)([CH3:23])[CH3:22].C(OCC)(=O)C. (2) The reactants are: Cl[C:2]1[N:7]=[C:6]([N:8]2[C:12]3[CH:13]=[CH:14][CH:15]=[CH:16][C:11]=3[N:10]=[C:9]2[CH:17]([F:19])[F:18])[N:5]=[C:4]([N:20]2[CH2:25][CH2:24][O:23][CH2:22][CH2:21]2)[N:3]=1.[CH2:26]([O:28][CH2:29][CH2:30][N:31]1[CH2:36][CH2:35][NH:34][CH2:33][CH2:32]1)[CH3:27]. Given the product [F:19][CH:17]([F:18])[C:9]1[N:8]([C:6]2[N:7]=[C:2]([N:34]3[CH2:35][CH2:36][N:31]([CH2:30][CH2:29][O:28][CH2:26][CH3:27])[CH2:32][CH2:33]3)[N:3]=[C:4]([N:20]3[CH2:25][CH2:24][O:23][CH2:22][CH2:21]3)[N:5]=2)[C:12]2[CH:13]=[CH:14][CH:15]=[CH:16][C:11]=2[N:10]=1, predict the reactants needed to synthesize it. (3) Given the product [CH2:30]([O:29][C:22]1[CH:21]=[C:20]([C:18](=[O:19])[CH2:17][CH2:16][C:15]([NH:14][C:4]2[CH:3]=[C:2]([C:72]3[CH:73]=[C:74]4[C:78](=[CH:79][CH:80]=3)[NH:77][CH:76]=[CH:75]4)[CH:7]=[C:6]([C:8]3[CH:13]=[CH:12][CH:11]=[CH:10][CH:9]=3)[N:5]=2)=[O:32])[CH:25]=[CH:24][C:23]=1[O:26][CH2:27][CH3:28])[CH3:31], predict the reactants needed to synthesize it. The reactants are: Cl[C:2]1[CH:7]=[C:6]([C:8]2[CH:13]=[CH:12][CH:11]=[CH:10][CH:9]=2)[N:5]=[C:4]([NH:14][C:15](=[O:32])[CH2:16][CH2:17][C:18]([C:20]2[CH:25]=[CH:24][C:23]([O:26][CH2:27][CH3:28])=[C:22]([O:29][CH2:30][CH3:31])[CH:21]=2)=[O:19])[CH:3]=1.C1(C2C=CC=CC=2)C=CC=CC=1P(C1CCCCC1)C1CCCCC1.C(=O)([O-])[O-].[K+].[K+].CC1(C)C(C)(C)OB([C:72]2[CH:73]=[C:74]3[C:78](=[CH:79][CH:80]=2)[NH:77][CH:76]=[CH:75]3)O1. (4) Given the product [Cl:23][C:20]1[CH:19]=[CH:18][C:14]([C:15]([NH:37][C@H:27]([CH2:28][C:29]2[CH:34]=[CH:33][C:32]([Cl:35])=[C:31]([Cl:36])[CH:30]=2)[C:26]([OH:25])=[O:38])=[O:16])=[C:13]([NH:12][S:9]([C:3]2[C:2]([F:1])=[CH:7][CH:6]=[CH:5][C:4]=2[F:8])(=[O:11])=[O:10])[CH:21]=1, predict the reactants needed to synthesize it. The reactants are: [F:1][C:2]1[CH:7]=[CH:6][CH:5]=[C:4]([F:8])[C:3]=1[S:9]([NH:12][C:13]1[CH:21]=[C:20](I)[CH:19]=[CH:18][C:14]=1[C:15](O)=[O:16])(=[O:11])=[O:10].[ClH:23].C[O:25][C:26](=[O:38])[C@H:27]([NH2:37])[CH2:28][C:29]1[CH:34]=[CH:33][C:32]([Cl:35])=[C:31]([Cl:36])[CH:30]=1. (5) The reactants are: Cl.[NH2:2][C:3]([NH2:5])=[NH2+:4].CC([O-])(C)C.[K+].C([O:14][C:15](=O)[CH2:16][CH:17]1[C:25]2[C:20](=[CH:21][CH:22]=[C:23]([C:26]([F:29])([F:28])[F:27])[CH:24]=2)[C:19](=[O:30])[N:18]1[CH2:31][C:32]([F:35])([F:34])[F:33])C.Cl. Given the product [O:30]=[C:19]1[C:20]2[C:25](=[CH:24][C:23]([C:26]([F:27])([F:28])[F:29])=[CH:22][CH:21]=2)[CH:17]([CH2:16][C:15]([NH:4][C:3]([NH2:5])=[NH:2])=[O:14])[N:18]1[CH2:31][C:32]([F:34])([F:33])[F:35], predict the reactants needed to synthesize it. (6) Given the product [CH3:22][N:20]([CH3:21])[C:18](=[O:19])[C:17]1[CH:23]=[CH:24][C:14](/[CH:12]=[N:1]/[C:2]2[CH:10]=[CH:9][CH:8]=[C:7]3[C:3]=2[CH2:4][O:5][C:6]3=[O:11])=[CH:15][CH:16]=1, predict the reactants needed to synthesize it. The reactants are: [NH2:1][C:2]1[CH:10]=[CH:9][CH:8]=[C:7]2[C:3]=1[CH2:4][O:5][C:6]2=[O:11].[CH:12]([C:14]1[CH:24]=[CH:23][C:17]([C:18]([N:20]([CH3:22])[CH3:21])=[O:19])=[CH:16][CH:15]=1)=O.[O-]S([O-])(=O)=O.[Mg+2].